From a dataset of Catalyst prediction with 721,799 reactions and 888 catalyst types from USPTO. Predict which catalyst facilitates the given reaction. (1) Reactant: [CH3:1][N:2]1[CH2:7][CH2:6][N:5]([C:8]([C:10]2[CH:11]=[CH:12][C:13]([O:19][CH2:20][C:21]3[CH:26]=[CH:25][CH:24]=[CH:23][CH:22]=3)=[C:14]([CH:18]=2)[C:15](O)=[O:16])=[O:9])[CH2:4][CH2:3]1.[N:27]1[CH:32]=[CH:31][CH:30]=[C:29]([NH2:33])[CH:28]=1.C(Cl)CCl.C1C=CC2N(O)N=NC=2C=1. Product: [CH3:1][N:2]1[CH2:7][CH2:6][N:5]([C:8]([C:10]2[CH:11]=[CH:12][C:13]([O:19][CH2:20][C:21]3[CH:26]=[CH:25][CH:24]=[CH:23][CH:22]=3)=[C:14]([CH:18]=2)[C:15]([NH:33][C:29]2[CH:28]=[N:27][CH:32]=[CH:31][CH:30]=2)=[O:16])=[O:9])[CH2:4][CH2:3]1. The catalyst class is: 35. (2) Reactant: [CH3:1][NH:2][S:3]([C:6]1[CH:11]=[CH:10][CH:9]=[C:8]([CH3:12])[CH:7]=1)(=[O:5])=[O:4].[H-].[Na+].Cl[C:16]1[CH:21]=[CH:20][CH:19]=[C:18]([Cl:22])[N:17]=1.CC1(C)C2C(=C(P(C3C=CC=CC=3)C3C=CC=CC=3)C=CC=2)OC2C(P(C3C=CC=CC=3)C3C=CC=CC=3)=CC=CC1=2. Product: [Cl:22][C:18]1[N:17]=[C:16]([N:2]([CH3:1])[S:3]([C:6]2[CH:11]=[CH:10][CH:9]=[C:8]([CH3:12])[CH:7]=2)(=[O:5])=[O:4])[CH:21]=[CH:20][CH:19]=1. The catalyst class is: 826. (3) Product: [C:22]([O:26][C:27]([NH:29][N:30]([C:31]1[CH:32]=[C:33]([Cl:38])[CH:34]=[C:35]([Cl:37])[CH:36]=1)[C:18]([CH:11]1[C:10](=[O:21])[C@@:9]2([CH3:8])[C:15]([CH3:17])([CH3:16])[C@@H:12]1[CH2:13][CH2:14]2)=[O:19])=[O:28])([CH3:25])([CH3:23])[CH3:24]. Reactant: C(N(CC)CC)C.[CH3:8][C@:9]12[C:15]([CH3:17])([CH3:16])[C@H:12]([CH2:13][CH2:14]1)[CH:11]([C:18](Cl)=[O:19])[C:10]2=[O:21].[C:22]([O:26][C:27]([NH:29][NH:30][C:31]1[CH:36]=[C:35]([Cl:37])[CH:34]=[C:33]([Cl:38])[CH:32]=1)=[O:28])([CH3:25])([CH3:24])[CH3:23].O. The catalyst class is: 4. (4) Reactant: [CH3:1][C:2]1[C:3]([C@H:8]2[CH2:13][CH2:12][CH2:11][C@@H:10]([C:14]3[C:19]([CH3:20])=[CH:18][CH:17]=[CH:16][N:15]=3)[NH:9]2)=[N:4][CH:5]=[CH:6][CH:7]=1.Br.Br[CH2:23][C:24]1[CH:29]=[CH:28][N:27]=[CH:26][CH:25]=1.CCN(C(C)C)C(C)C. Product: [CH3:1][C:2]1[C:3]([C@H:8]2[CH2:13][CH2:12][CH2:11][C@@H:10]([C:14]3[C:19]([CH3:20])=[CH:18][CH:17]=[CH:16][N:15]=3)[N:9]2[CH2:23][C:24]2[CH:29]=[CH:28][N:27]=[CH:26][CH:25]=2)=[N:4][CH:5]=[CH:6][CH:7]=1. The catalyst class is: 23. (5) The catalyst class is: 68. Product: [CH:1]1[C:10]2[C:11]3[CH2:17][CH2:16][CH2:15][CH2:14][CH2:13][C:12]=3[N:8]3[C:9]=2[C:4]([CH2:5][CH2:6][CH2:7]3)=[CH:3][C:2]=1[NH:18][C:25]([CH:19]1[CH2:24][CH2:23][CH2:22][CH2:21][CH2:20]1)=[O:26]. Reactant: [CH:1]1[C:10]2[C:11]3[CH2:17][CH2:16][CH2:15][CH2:14][CH2:13][C:12]=3[N:8]3[C:9]=2[C:4]([CH2:5][CH2:6][CH2:7]3)=[CH:3][C:2]=1[NH2:18].[CH:19]1([C:25](Cl)=[O:26])[CH2:24][CH2:23][CH2:22][CH2:21][CH2:20]1.